From a dataset of Peptide-MHC class I binding affinity with 185,985 pairs from IEDB/IMGT. Regression. Given a peptide amino acid sequence and an MHC pseudo amino acid sequence, predict their binding affinity value. This is MHC class I binding data. The peptide sequence is VIFRLMRTN. The MHC is HLA-A24:02 with pseudo-sequence HLA-A24:02. The binding affinity (normalized) is 0.